From a dataset of Full USPTO retrosynthesis dataset with 1.9M reactions from patents (1976-2016). Predict the reactants needed to synthesize the given product. (1) Given the product [C:1]([O:5][C:6](=[O:9])[C@H:7]([CH2:10][C:11]1[CH:16]=[CH:15][CH:14]=[CH:13][CH:12]=1)[NH2:8])([CH3:4])([CH3:3])[CH3:2], predict the reactants needed to synthesize it. The reactants are: [C:1]([O:5][C:6](=[O:9])[CH2:7][NH2:8])([CH3:4])([CH3:3])[CH3:2].[CH2:10](Br)[C:11]1[CH:16]=[CH:15][CH:14]=[CH:13][CH:12]=1.C1(C)C=CC=CC=1.[OH-].[K+]. (2) Given the product [F:1][C:2]1[CH:16]=[CH:15][C:14]([S:18]([Cl:17])(=[O:20])=[O:19])=[C:4]([CH2:5][CH:6]2[CH2:13][N:12]3[CH:8]([CH2:9][CH2:10][CH2:11]3)[CH2:7]2)[CH:3]=1, predict the reactants needed to synthesize it. The reactants are: [F:1][C:2]1[CH:3]=[C:4]([CH:14]=[CH:15][CH:16]=1)[CH2:5][CH:6]1[CH2:13][N:12]2[CH:8]([CH2:9][CH2:10][CH2:11]2)[CH2:7]1.[Cl:17][S:18](O)(=[O:20])=[O:19].O.C(=O)(O)[O-].[Na+]. (3) Given the product [C:14]1([C:11]2[CH:10]=[CH:9][C:8]([CH2:7][CH2:6][CH:2]=[O:1])=[CH:13][CH:12]=2)[CH:19]=[CH:18][C:17]([CH2:20][CH2:21][CH:22]=[O:23])=[CH:16][CH:15]=1, predict the reactants needed to synthesize it. The reactants are: [O:1]1CCO[CH:2]1[CH2:6][CH2:7][C:8]1[CH:13]=[CH:12][C:11]([C:14]2[CH:19]=[CH:18][C:17]([CH2:20][CH2:21][CH:22]3OCC[O:23]3)=[CH:16][CH:15]=2)=[CH:10][CH:9]=1.O. (4) Given the product [NH2:42][C:40]1[CH:41]=[CH:36][CH:37]=[CH:38][C:39]=1[NH:44][C:20](=[O:22])[C:19]1[CH:18]=[CH:17][C:16]([CH2:15][NH:14][C:12]2[NH:11][N:10]=[C:9]([C:6]3[CH:7]=[N:8][C:3]([O:2][CH3:1])=[CH:4][CH:5]=3)[CH:13]=2)=[CH:24][CH:23]=1, predict the reactants needed to synthesize it. The reactants are: [CH3:1][O:2][C:3]1[N:8]=[CH:7][C:6]([C:9]2[CH:13]=[C:12]([NH:14][CH2:15][C:16]3[CH:24]=[CH:23][C:19]([C:20]([OH:22])=O)=[CH:18][CH:17]=3)[NH:11][N:10]=2)=[CH:5][CH:4]=1.CCN(CC)CC.C(Cl)CCl.[CH:36]1[CH:37]=[CH:38][C:39]2[N:44](O)N=[N:42][C:40]=2[CH:41]=1.C1(N)C=CC=CC=1N. (5) Given the product [F:20][C:21]([F:26])([F:25])[C:22]([OH:24])=[O:23].[NH2:11][C@H:8]1[CH2:7][CH2:6][C@H:5]([CH2:4][SH:3]=[C:1]([OH:19])[CH3:2])[CH2:10][CH2:9]1, predict the reactants needed to synthesize it. The reactants are: [C:1](=[O:19])([S:3][CH2:4][C@H:5]1[CH2:10][CH2:9][C@H:8]([NH:11]C(OC(C)(C)C)=O)[CH2:7][CH2:6]1)[CH3:2].[F:20][C:21]([F:26])([F:25])[C:22]([OH:24])=[O:23].